Task: Predict the product of the given reaction.. Dataset: Forward reaction prediction with 1.9M reactions from USPTO patents (1976-2016) Given the reactants [CH2:1]([NH:4][C:5]1[C:14]2[C:9](=[CH:10][CH:11]=[C:12]([N+:15]([O-:17])=[O:16])[CH:13]=2)[N:8]=[C:7](Cl)[N:6]=1)[CH:2]=[CH2:3].[CH2:19]([NH:22][CH2:23][CH:24]=[CH2:25])[CH:20]=[CH2:21], predict the reaction product. The product is: [CH2:1]([NH:4][C:5]1[C:14]2[C:9](=[CH:10][CH:11]=[C:12]([N+:15]([O-:17])=[O:16])[CH:13]=2)[N:8]=[C:7]([N:22]([CH2:23][CH:24]=[CH2:25])[CH2:19][CH:20]=[CH2:21])[N:6]=1)[CH:2]=[CH2:3].